Dataset: HIV replication inhibition screening data with 41,000+ compounds from the AIDS Antiviral Screen. Task: Binary Classification. Given a drug SMILES string, predict its activity (active/inactive) in a high-throughput screening assay against a specified biological target. The molecule is CCOC(=O)CC1CCN(C(=O)c2ccccc2)C2Cc3c([nH]c4ccccc34)C12C[N+](=O)[O-]. The result is 0 (inactive).